Dataset: Reaction yield outcomes from USPTO patents with 853,638 reactions. Task: Predict the reaction yield, written as a fraction of the theoretical maximum amount of product (1.0 means a 100% yield; for example, 0.34 means a 34% yield). (1) The reactants are Cl[C:2]1[CH:3]=[CH:4][C:5]2[N:6]([C:8]([C:11]#[C:12][CH3:13])=[CH:9][N:10]=2)[N:7]=1.[F:14][C:15]1[CH:20]=[C:19]([F:21])[CH:18]=[CH:17][C:16]=1[S:22]([NH:25][C:26]1[C:27]([O:41][CH3:42])=[N:28][CH:29]=[C:30](B2OC(C)(C)C(C)(C)O2)[CH:31]=1)(=[O:24])=[O:23].C(Cl)Cl.C([O-])([O-])=O.[Na+].[Na+]. The catalyst is O1CCOCC1.O.C1C=CC(P(C2C=CC=CC=2)[C-]2C=CC=C2)=CC=1.C1C=CC(P(C2C=CC=CC=2)[C-]2C=CC=C2)=CC=1.Cl[Pd]Cl.[Fe+2]. The product is [F:14][C:15]1[CH:20]=[C:19]([F:21])[CH:18]=[CH:17][C:16]=1[S:22]([NH:25][C:26]1[C:27]([O:41][CH3:42])=[N:28][CH:29]=[C:30]([C:2]2[CH:3]=[CH:4][C:5]3[N:6]([C:8]([C:11]#[C:12][CH3:13])=[CH:9][N:10]=3)[N:7]=2)[CH:31]=1)(=[O:24])=[O:23]. The yield is 0.530. (2) The reactants are Cl.[N:2]1[CH:7]=[CH:6][CH:5]=[CH:4][C:3]=1[CH2:8][CH2:9][C:10]1[CH:15]=[CH:14][C:13]([CH2:16][C:17](Cl)=[N:18][OH:19])=[CH:12][CH:11]=1.CN(C)C=O.[C:26]([C:28]1[C:29]([NH2:35])=[N:30][C:31]([NH2:34])=[CH:32][CH:33]=1)#[CH:27].C(N(CC)CC)C. The catalyst is C(OCC)(=O)C.O. The product is [N:2]1[CH:7]=[CH:6][CH:5]=[CH:4][C:3]=1[CH2:8][CH2:9][C:10]1[CH:15]=[CH:14][C:13]([CH2:16][C:17]2[CH:27]=[C:26]([C:28]3[C:29]([NH2:35])=[N:30][C:31]([NH2:34])=[CH:32][CH:33]=3)[O:19][N:18]=2)=[CH:12][CH:11]=1. The yield is 0.300. (3) The reactants are [NH2:1][C:2]1[CH:3]=[C:4]([CH:21]=[CH:22][CH:23]=1)[O:5][C:6]1[CH:7]=[CH:8][C:9]2[N:10]([CH:12]=[C:13]([NH:15][C:16]([CH:18]3[CH2:20][CH2:19]3)=[O:17])[N:14]=2)[CH:11]=1.[N:24]([CH:27]([CH3:29])[CH3:28])=[C:25]=[O:26].N1C=CC=CC=1. The catalyst is C(=O)([O-])O.[Na+]. The product is [CH:27]([NH:24][C:25]([NH:1][C:2]1[CH:3]=[C:4]([CH:21]=[CH:22][CH:23]=1)[O:5][C:6]1[CH:7]=[CH:8][C:9]2[N:10]([CH:12]=[C:13]([NH:15][C:16]([CH:18]3[CH2:20][CH2:19]3)=[O:17])[N:14]=2)[CH:11]=1)=[O:26])([CH3:29])[CH3:28]. The yield is 0.620. (4) The reactants are [CH3:1][O:2][C:3]([C:5]1(C(OC)=O)[CH2:13][C:12]2[C:7](=[CH:8][CH:9]=[CH:10][C:11]=2[N+:14]([O-:16])=[O:15])[CH2:6]1)=[O:4].[Cl-].[Li+].O. The catalyst is CS(C)=O. The product is [CH3:1][O:2][C:3]([CH:5]1[CH2:13][C:12]2[C:7](=[CH:8][CH:9]=[CH:10][C:11]=2[N+:14]([O-:16])=[O:15])[CH2:6]1)=[O:4]. The yield is 0.650.